From a dataset of Merck oncology drug combination screen with 23,052 pairs across 39 cell lines. Regression. Given two drug SMILES strings and cell line genomic features, predict the synergy score measuring deviation from expected non-interaction effect. (1) Drug 1: O=P1(N(CCCl)CCCl)NCCCO1. Drug 2: C=CCn1c(=O)c2cnc(Nc3ccc(N4CCN(C)CC4)cc3)nc2n1-c1cccc(C(C)(C)O)n1. Cell line: HCT116. Synergy scores: synergy=1.37. (2) Drug 1: N#Cc1ccc(Cn2cncc2CN2CCN(c3cccc(Cl)c3)C(=O)C2)cc1. Drug 2: Cn1cc(-c2cnn3c(N)c(Br)c(C4CCCNC4)nc23)cn1. Cell line: KPL1. Synergy scores: synergy=-4.50. (3) Drug 1: COC12C(COC(N)=O)C3=C(C(=O)C(C)=C(N)C3=O)N1CC1NC12. Drug 2: Cn1c(=O)n(-c2ccc(C(C)(C)C#N)cc2)c2c3cc(-c4cnc5ccccc5c4)ccc3ncc21. Cell line: HCT116. Synergy scores: synergy=10.8. (4) Drug 1: O=P1(N(CCCl)CCCl)NCCCO1. Drug 2: NC(=O)c1cccc2cn(-c3ccc(C4CCCNC4)cc3)nc12. Cell line: A2780. Synergy scores: synergy=2.16. (5) Synergy scores: synergy=9.61. Drug 1: N#Cc1ccc(Cn2cncc2CN2CCN(c3cccc(Cl)c3)C(=O)C2)cc1. Cell line: A2780. Drug 2: CCN(CC)CCNC(=O)c1c(C)[nH]c(C=C2C(=O)Nc3ccc(F)cc32)c1C. (6) Drug 1: CN1C(=O)C=CC2(C)C3CCC4(C)C(NC(=O)OCC(F)(F)F)CCC4C3CCC12. Drug 2: NC(=O)c1cccc2cn(-c3ccc(C4CCCNC4)cc3)nc12. Cell line: SKMES1. Synergy scores: synergy=-8.24. (7) Drug 1: COc1cccc2c1C(=O)c1c(O)c3c(c(O)c1C2=O)CC(O)(C(=O)CO)CC3OC1CC(N)C(O)C(C)O1. Drug 2: CCc1cnn2c(NCc3ccc[n+]([O-])c3)cc(N3CCCCC3CCO)nc12. Cell line: SKMEL30. Synergy scores: synergy=-0.740.